Dataset: Forward reaction prediction with 1.9M reactions from USPTO patents (1976-2016). Task: Predict the product of the given reaction. (1) The product is: [CH2:1]([N:8]1[CH2:13][CH2:12][CH:11]([N:14]2[C:18]3=[N:19][CH:20]=[N:21][C:22]([NH2:26])=[C:17]3[C:16]([Br:24])=[N:15]2)[CH2:10][CH2:9]1)[C:2]1[CH:7]=[CH:6][CH:5]=[CH:4][CH:3]=1. Given the reactants [CH2:1]([N:8]1[CH2:13][CH2:12][CH:11]([N:14]2[C:18]3=[N:19][CH:20]=[N:21][C:22](Cl)=[C:17]3[C:16]([Br:24])=[N:15]2)[CH2:10][CH2:9]1)[C:2]1[CH:7]=[CH:6][CH:5]=[CH:4][CH:3]=1.[OH-].[NH4+:26], predict the reaction product. (2) Given the reactants [C:1]([NH:4][CH:5]([C:16]([OH:18])=[O:17])[CH2:6][C:7]1[CH:12]=[CH:11][C:10]([CH3:13])=[C:9]([O:14][CH3:15])[CH:8]=1)(=[O:3])[CH3:2], predict the reaction product. The product is: [C:1]([NH:4][C@@H:5]([C:16]([OH:18])=[O:17])[CH2:6][C:7]1[CH:12]=[CH:11][C:10]([CH3:13])=[C:9]([O:14][CH3:15])[CH:8]=1)(=[O:3])[CH3:2]. (3) Given the reactants Br[C:2]1[CH:3]=[C:4]([C:13]#[C:14][CH2:15][CH2:16][CH2:17][CH2:18][CH2:19][C:20]2[C:21]([CH2:33][CH2:34][C:35]([OH:37])=[O:36])=[C:22]([CH:30]=[CH:31][CH:32]=2)[O:23][CH2:24][CH2:25][CH2:26][C:27]([OH:29])=[O:28])[CH:5]=[C:6]([C:8](=[O:12])[N:9]([CH3:11])[CH3:10])[CH:7]=1.O.[CH2:39]1[O:47][C:46]2[CH:45]=[CH:44][C:43](B(O)O)=[CH:42][C:41]=2[O:40]1.C(=O)([O-])[O-].[K+].[K+], predict the reaction product. The product is: [O:40]1[C:41]2[CH:42]=[CH:43][C:44]([C:2]3[CH:3]=[C:4]([C:13]#[C:14][CH2:15][CH2:16][CH2:17][CH2:18][CH2:19][C:20]4[C:21]([CH2:33][CH2:34][C:35]([OH:37])=[O:36])=[C:22]([CH:30]=[CH:31][CH:32]=4)[O:23][CH2:24][CH2:25][CH2:26][C:27]([OH:29])=[O:28])[CH:5]=[C:6]([C:8](=[O:12])[N:9]([CH3:11])[CH3:10])[CH:7]=3)=[CH:45][C:46]=2[O:47][CH2:39]1. (4) Given the reactants [CH2:1]([N:5]1[C:9]2[CH:10]=[C:11]([C:14]([O:16][CH3:17])=[O:15])[CH:12]=[CH:13][C:8]=2[N:7]=[CH:6]1)[CH:2]([CH3:4])[CH3:3].[CH:18]1(CNC2C=C(C=CC=2[N+]([O-])=O)C(OC)=O)[CH2:23]CCC[CH2:19]1, predict the reaction product. The product is: [CH:2]1([CH2:1][N:5]2[C:9]3[CH:10]=[C:11]([C:14]([O:16][CH3:17])=[O:15])[CH:12]=[CH:13][C:8]=3[N:7]=[CH:6]2)[CH2:4][CH2:23][CH2:18][CH2:19][CH2:3]1. (5) Given the reactants C1(P(C2C=CC=CC=2)C2C=CC3C(=CC=CC=3)C=2C2C3C(=CC=CC=3)C=CC=2P(C2C=CC=CC=2)C2C=CC=CC=2)C=CC=CC=1.CC(C)([O-])C.[K+].[NH:53]1[CH2:58][CH2:57][O:56][CH2:55][CH2:54]1.Br[C:60]1[CH:66]=[C:65]([CH3:67])[C:63]([NH2:64])=[C:62]([CH3:68])[CH:61]=1, predict the reaction product. The product is: [CH3:68][C:62]1[CH:61]=[C:60]([N:53]2[CH2:58][CH2:57][O:56][CH2:55][CH2:54]2)[CH:66]=[C:65]([CH3:67])[C:63]=1[NH2:64]. (6) Given the reactants [Cl:1][C:2]1[CH:9]=[C:8]([F:10])[CH:7]=[CH:6][C:3]=1[CH:4]=O.C([O-])(=O)C.[NH4+].[N+:16]([CH3:19])([O-:18])=[O:17], predict the reaction product. The product is: [Cl:1][C:2]1[CH:9]=[C:8]([F:10])[CH:7]=[CH:6][C:3]=1/[CH:4]=[CH:19]/[N+:16]([O-:18])=[O:17]. (7) The product is: [CH2:1]([O:8][C:9]([NH:11][C@@H:12]([CH2:16][CH3:17])[C:13]([O:15][CH3:18])=[O:14])=[O:10])[C:2]1[CH:3]=[CH:4][CH:5]=[CH:6][CH:7]=1. Given the reactants [CH2:1]([O:8][C:9]([NH:11][C@@H:12]([CH2:16][CH3:17])[C:13]([OH:15])=[O:14])=[O:10])[C:2]1[CH:7]=[CH:6][CH:5]=[CH:4][CH:3]=1.[CH3:18]O, predict the reaction product. (8) Given the reactants [Cl:1][C:2]1[N:7]=[C:6]([CH3:8])[N:5]=[C:4]([N:9]2[CH2:14][CH2:13][N:12]([CH2:15][CH2:16][OH:17])[CH2:11][CH2:10]2)[CH:3]=1.N1C=CN=C1.[C:23]([Si:27](Cl)([CH3:29])[CH3:28])([CH3:26])([CH3:25])[CH3:24].O, predict the reaction product. The product is: [Si:27]([O:17][CH2:16][CH2:15][N:12]1[CH2:13][CH2:14][N:9]([C:4]2[CH:3]=[C:2]([Cl:1])[N:7]=[C:6]([CH3:8])[N:5]=2)[CH2:10][CH2:11]1)([C:23]([CH3:26])([CH3:25])[CH3:24])([CH3:29])[CH3:28]. (9) Given the reactants [CH3:1][CH:2]([CH3:33])[C:3]([NH:5][C:6]1[CH:11]=[CH:10][CH:9]=[C:8]([CH:12]2[CH2:17][CH2:16][N:15]([CH2:18][CH2:19][CH2:20][CH2:21][C:22]([C:24]3[CH:29]=[CH:28][CH:27]=[C:26]([N+:30]([O-:32])=[O:31])[CH:25]=3)=O)[CH2:14][CH2:13]2)[CH:7]=1)=[O:4].Cl.[C:35]1([NH:45]N)[C:44]2[C:39](=[CH:40][CH:41]=[CH:42][CH:43]=2)[CH:38]=[CH:37][CH:36]=1, predict the reaction product. The product is: [CH3:1][CH:2]([CH3:33])[C:3]([NH:5][C:6]1[CH:11]=[CH:10][CH:9]=[C:8]([CH:12]2[CH2:17][CH2:16][N:15]([CH2:18][CH2:19][CH2:20][C:21]3[C:36]4[C:35](=[C:44]5[CH:43]=[CH:42][CH:41]=[CH:40][C:39]5=[CH:38][CH:37]=4)[NH:45][C:22]=3[C:24]3[CH:29]=[CH:28][CH:27]=[C:26]([N+:30]([O-:32])=[O:31])[CH:25]=3)[CH2:14][CH2:13]2)[CH:7]=1)=[O:4].